Dataset: Forward reaction prediction with 1.9M reactions from USPTO patents (1976-2016). Task: Predict the product of the given reaction. (1) Given the reactants [CH2:1]([N:8]1[C:16]2[C:11](=[CH:12][C:13]([NH:17][C:18]3[N:27]=[CH:26][C:25]([CH:28]4[CH2:32][CH2:31][CH2:30][CH2:29]4)=[CH:24][C:19]=3[C:20]([O:22]C)=[O:21])=[CH:14][CH:15]=2)[CH:10]=[CH:9]1)[C:2]1[CH:7]=[CH:6][CH:5]=[CH:4][CH:3]=1.[OH-].[Na+].O1CCCC1.Cl, predict the reaction product. The product is: [CH2:1]([N:8]1[C:16]2[C:11](=[CH:12][C:13]([NH:17][C:18]3[N:27]=[CH:26][C:25]([CH:28]4[CH2:32][CH2:31][CH2:30][CH2:29]4)=[CH:24][C:19]=3[C:20]([OH:22])=[O:21])=[CH:14][CH:15]=2)[CH:10]=[CH:9]1)[C:2]1[CH:7]=[CH:6][CH:5]=[CH:4][CH:3]=1. (2) Given the reactants [C:1]([O:5][C:6]([N:8]1[CH2:13][CH2:12][CH:11]([N:14]2[CH2:18][CH2:17][C:16]3([CH2:23][CH2:22][CH2:21][CH:20]([NH:24]C(OCC4C=CC=CC=4)=O)[CH2:19]3)[C:15]2=[O:35])[CH2:10][CH2:9]1)=[O:7])([CH3:4])([CH3:3])[CH3:2], predict the reaction product. The product is: [C:1]([O:5][C:6]([N:8]1[CH2:9][CH2:10][CH:11]([N:14]2[CH2:18][CH2:17][C:16]3([CH2:23][CH2:22][CH2:21][CH:20]([NH2:24])[CH2:19]3)[C:15]2=[O:35])[CH2:12][CH2:13]1)=[O:7])([CH3:4])([CH3:2])[CH3:3]. (3) Given the reactants Br[C:2]1[C:3]([F:30])=[CH:4][C:5]2[O:11][CH2:10][CH2:9][N:8]3[C:12]([C:18]4[N:19]([CH2:24][C:25]([F:28])([F:27])[F:26])[N:20]=[C:21]([CH3:23])[N:22]=4)=[C:13]([C:15]([NH2:17])=[O:16])[N:14]=[C:7]3[C:6]=2[CH:29]=1.[CH3:31][C:32]([OH:36])([C:34]#[CH:35])[CH3:33], predict the reaction product. The product is: [F:30][C:3]1[C:2]([C:35]#[C:34][C:32]([OH:36])([CH3:33])[CH3:31])=[CH:29][C:6]2[C:7]3[N:8]([C:12]([C:18]4[N:19]([CH2:24][C:25]([F:27])([F:28])[F:26])[N:20]=[C:21]([CH3:23])[N:22]=4)=[C:13]([C:15]([NH2:17])=[O:16])[N:14]=3)[CH2:9][CH2:10][O:11][C:5]=2[CH:4]=1. (4) Given the reactants [OH:1][CH:2]([C:4]1[C:19]([N+:20]([O-:22])=[O:21])=[CH:18][C:7]([O:8][CH2:9][CH2:10][CH2:11][C:12]([NH:14][CH2:15][C:16]#[CH:17])=[O:13])=[C:6]([O:23][CH3:24])[CH:5]=1)[CH3:3].C(N(CC)CC)C.[N+:32]([C:35]1[CH:40]=[CH:39][C:38]([O:41][C:42](=O)[O:43]C2C=CC([N+]([O-])=O)=CC=2)=[CH:37][CH:36]=1)([O-:34])=[O:33].Cl, predict the reaction product. The product is: [C:42](=[O:43])([O:41][C:38]1[CH:37]=[CH:36][C:35]([N+:32]([O-:34])=[O:33])=[CH:40][CH:39]=1)[O:1][CH:2]([C:4]1[CH:5]=[C:6]([O:23][CH3:24])[C:7]([O:8][CH2:9][CH2:10][CH2:11][C:12](=[O:13])[NH:14][CH2:15][C:16]#[CH:17])=[CH:18][C:19]=1[N+:20]([O-:22])=[O:21])[CH3:3]. (5) Given the reactants [NH2:1][C:2]1[CH:10]=[C:9]([F:11])[CH:8]=[CH:7][C:3]=1[C:4](O)=[O:5].[NH2:12][C:13](N)=[O:14].Cl, predict the reaction product. The product is: [F:11][C:9]1[CH:10]=[C:2]2[C:3]([C:4](=[O:5])[NH:12][C:13](=[O:14])[NH:1]2)=[CH:7][CH:8]=1. (6) Given the reactants [CH3:1][C:2]1[C:6]([CH2:7][O:8][C:9]2[CH:14]=[CH:13][C:12]([S:15]([N:18]([C:23]3[C:24]([CH3:41])=[N:25][C:26]([CH:29]4[CH2:33][CH2:32][N:31](CC5C=CC=CC=5)[CH2:30]4)=[CH:27][CH:28]=3)[CH2:19][CH:20]([CH3:22])[CH3:21])(=[O:17])=[O:16])=[CH:11][CH:10]=2)=[C:5]([CH3:42])[O:4][N:3]=1.ClC(OC(Cl)C)=O.CO, predict the reaction product. The product is: [CH3:1][C:2]1[C:6]([CH2:7][O:8][C:9]2[CH:14]=[CH:13][C:12]([S:15]([N:18]([CH2:19][CH:20]([CH3:21])[CH3:22])[C:23]3[C:24]([CH3:41])=[N:25][C:26]([CH:29]4[CH2:33][CH2:32][NH:31][CH2:30]4)=[CH:27][CH:28]=3)(=[O:17])=[O:16])=[CH:11][CH:10]=2)=[C:5]([CH3:42])[O:4][N:3]=1. (7) Given the reactants [F:1][CH:2]([F:31])[N:3]1[N:19]=[CH:18][C:17]2[NH:16][C:15](=[O:20])[C@H:14]([CH3:21])[CH:13]=[CH:12][CH2:11][C@@H:10]([NH:22][C:23](=[O:29])[O:24][C:25]([CH3:28])([CH3:27])[CH3:26])[C:9]3[CH:30]=[C:5]([CH:6]=[CH:7][N:8]=3)[C:4]1=2, predict the reaction product. The product is: [F:31][CH:2]([F:1])[N:3]1[N:19]=[CH:18][C:17]2[NH:16][C:15](=[O:20])[C@H:14]([CH3:21])[CH2:13][CH2:12][CH2:11][C@@H:10]([NH:22][C:23](=[O:29])[O:24][C:25]([CH3:26])([CH3:27])[CH3:28])[C:9]3[CH:30]=[C:5]([CH:6]=[CH:7][N:8]=3)[C:4]1=2. (8) Given the reactants [C:1]([O:5][CH2:6][CH2:7][CH2:8][CH2:9][CH2:10][CH2:11][CH2:12][CH2:13][CH2:14][CH2:15][CH2:16][P:17]([O:22]CC)([O:19]CC)=[O:18])(=[O:4])[CH:2]=[CH2:3].[Si](Br)(C)(C)C.Cl, predict the reaction product. The product is: [C:1]([O:5][CH2:6][CH2:7][CH2:8][CH2:9][CH2:10][CH2:11][CH2:12][CH2:13][CH2:14][CH2:15][CH2:16][P:17](=[O:18])([OH:22])[OH:19])(=[O:4])[CH:2]=[CH2:3]. (9) Given the reactants [CH3:1][N:2]([C:11]1[CH:12]=[CH:13][CH:14]=[C:15]2[C:19]=1[NH:18][C:17]([C:20]1[S:21][C:22]3([CH2:29][CH2:28][NH:27][CH2:26][CH2:25]3)[CH2:23][N:24]=1)=[CH:16]2)[S:3]([C:6]1[S:7][CH:8]=[CH:9][CH:10]=1)(=[O:5])=[O:4].[CH3:30][N:31]([CH3:35])[C:32](Cl)=[O:33].C(N(CC)CC)C.O, predict the reaction product. The product is: [CH3:30][N:31]([CH3:35])[C:32]([N:27]1[CH2:28][CH2:29][C:22]2([S:21][C:20]([C:17]3[NH:18][C:19]4[C:15]([CH:16]=3)=[CH:14][CH:13]=[CH:12][C:11]=4[N:2]([CH3:1])[S:3]([C:6]3[S:7][CH:8]=[CH:9][CH:10]=3)(=[O:4])=[O:5])=[N:24][CH2:23]2)[CH2:25][CH2:26]1)=[O:33]. (10) Given the reactants [CH3:1][C:2]1[CH:7]=[C:6]([CH3:8])[CH:5]=[C:4]([CH3:9])[C:3]=1[N:10]=[C:11]=[O:12].[NH2:13][C:14]1[CH:19]=[C:18]([Cl:20])[CH:17]=[CH:16][C:15]=1[C:21]([NH:23][C@@H:24]([CH:32]1[CH2:37][CH2:36][CH2:35][CH2:34][CH2:33]1)[C:25]([O:27][C:28]([CH3:31])([CH3:30])[CH3:29])=[O:26])=[O:22].CCCCCC.C(OCC)(=O)C, predict the reaction product. The product is: [Cl:20][C:18]1[CH:17]=[CH:16][C:15]([C:21]([NH:23][C@@H:24]([CH:32]2[CH2:33][CH2:34][CH2:35][CH2:36][CH2:37]2)[C:25]([O:27][C:28]([CH3:31])([CH3:30])[CH3:29])=[O:26])=[O:22])=[C:14]([NH:13][C:11]([NH:10][C:3]2[C:2]([CH3:1])=[CH:7][C:6]([CH3:8])=[CH:5][C:4]=2[CH3:9])=[O:12])[CH:19]=1.